From a dataset of Catalyst prediction with 721,799 reactions and 888 catalyst types from USPTO. Predict which catalyst facilitates the given reaction. (1) Reactant: [F:1][C:2]1[CH:7]=[CH:6][C:5]([N:8]2[C:13]3[CH:14]=[CH:15][C:16]([N:18](S(C)(=O)=O)[S:19]([CH3:22])(=[O:21])=[O:20])=[CH:17][C:12]=3[O:11][C:10]([CH3:28])([CH3:27])[C:9]2=[O:29])=[CH:4][CH:3]=1.[OH-].[Na+].CC1(C)C(=O)NC2C=CC(N(S(C)(=O)=O)S(C)(=O)=O)=CC=2O1.Cl.C(O)C.O. Product: [F:1][C:2]1[CH:3]=[CH:4][C:5]([N:8]2[C:13]3[CH:14]=[CH:15][C:16]([NH:18][S:19]([CH3:22])(=[O:20])=[O:21])=[CH:17][C:12]=3[O:11][C:10]([CH3:27])([CH3:28])[C:9]2=[O:29])=[CH:6][CH:7]=1. The catalyst class is: 8. (2) Reactant: [CH3:1][O:2][C:3]1[CH:4]=[C:5]([CH2:9][C:10]([NH:13]C([NH:13][C:10]([CH3:11])([CH3:12])[CH2:9][C:5]2[CH:6]=[CH:7][CH:8]=[C:3]([O:2][CH3:1])[CH:4]=2)=O)([CH3:12])[CH3:11])[CH:6]=[CH:7][CH:8]=1.[OH-].[K+]. Product: [CH3:1][O:2][C:3]1[CH:4]=[C:5]([CH2:9][C:10]([CH3:12])([NH2:13])[CH3:11])[CH:6]=[CH:7][CH:8]=1. The catalyst class is: 746. (3) Product: [CH3:7][C:8]1[N:9]([NH:26][CH:2]=[NH:6])[CH:10]=[C:11]([C:13]2[CH:14]=[N:15][N:16]([CH3:25])[C:17]=2[C:18]2[CH:23]=[CH:22][C:21]([CH3:24])=[CH:20][CH:19]=2)[N:12]=1. Reactant: Cl.[CH:2](=[NH:6])OCC.[CH3:7][C:8]1[N:9]([NH2:26])[CH:10]=[C:11]([C:13]2[CH:14]=[N:15][N:16]([CH3:25])[C:17]=2[C:18]2[CH:23]=[CH:22][C:21]([CH3:24])=[CH:20][CH:19]=2)[N:12]=1. The catalyst class is: 8. (4) Reactant: [Br:1][C:2]1[C:7]([CH:8]=[O:9])=[C:6]([OH:10])[C:5]([OH:11])=[CH:4][CH:3]=1.[BH4-].[Na+].[NH4+].[Cl-].Cl. Product: [Br:1][C:2]1[C:7]([CH2:8][OH:9])=[C:6]([OH:10])[C:5]([OH:11])=[CH:4][CH:3]=1. The catalyst class is: 1. (5) Reactant: [C:1]([CH2:3][C:4]([O:6][CH3:7])=[O:5])#[N:2].N12CCCN=C1CC[CH2:11][CH2:10][CH2:9]2.CC(C)=O.BrCCCBr. Product: [CH3:7][O:6][C:4]([C:3]1([C:1]#[N:2])[CH2:11][CH2:10][CH2:9]1)=[O:5]. The catalyst class is: 3.